This data is from Full USPTO retrosynthesis dataset with 1.9M reactions from patents (1976-2016). The task is: Predict the reactants needed to synthesize the given product. (1) The reactants are: [Br:1][C:2]1[CH:7]=[CH:6][C:5]([CH2:8]Br)=[C:4]([CH2:10][CH3:11])[CH:3]=1.[C-:12]#[N:13].[K+]. Given the product [Br:1][C:2]1[CH:7]=[CH:6][C:5]([CH2:8][C:12]#[N:13])=[C:4]([CH2:10][CH3:11])[CH:3]=1, predict the reactants needed to synthesize it. (2) Given the product [Cl:11][C:12]1[CH:13]=[C:14]([CH:15]=[CH:16][C:17]=1[Cl:18])[O:1][CH:2]([CH2:7][CH:8]([CH3:10])[CH3:9])[C:3]([OH:5])=[O:4].[Cl:11][C:12]1[CH:13]=[C:14]([CH:15]=[CH:16][C:17]=1[Cl:18])[O:19][CH:2]([CH2:7][CH:8]([CH3:10])[CH3:9])[C:3]([NH:20][C:21]1[S:22][CH:23]=[CH:24][N:25]=1)=[O:5], predict the reactants needed to synthesize it. The reactants are: [OH:1][CH:2]([CH2:7][CH:8]([CH3:10])[CH3:9])[C:3]([O:5]C)=[O:4].[Cl:11][C:12]1[CH:13]=[C:14]([OH:19])[CH:15]=[CH:16][C:17]=1[Cl:18].[NH2:20][C:21]1[S:22][CH:23]=[CH:24][N:25]=1. (3) Given the product [CH3:21][CH:20]([CH3:22])[C@@H:9]([NH:8][CH3:6])[C:10]([O:12][CH2:13][C:14]1[CH:19]=[CH:18][CH:17]=[CH:16][CH:15]=1)=[O:11], predict the reactants needed to synthesize it. The reactants are: C(O[C:6]([N:8](C)[C@H:9]([CH:20]([CH3:22])[CH3:21])[C:10]([O:12][CH2:13][C:14]1[CH:19]=[CH:18][CH:17]=[CH:16][CH:15]=1)=[O:11])=O)(C)(C)C.Cl. (4) Given the product [CH3:1][C:2]1([CH3:7])[CH2:3][C:4](=[O:5])[C:14]2[C:13](=[CH:12][C:11]([O:10][C:9]([F:8])([F:18])[F:19])=[CH:16][CH:15]=2)[O:17]1, predict the reactants needed to synthesize it. The reactants are: [CH3:1][C:2]([CH3:7])=[CH:3][C:4](O)=[O:5].[F:8][C:9]([F:19])([F:18])[O:10][C:11]1[CH:12]=[C:13]([OH:17])[CH:14]=[CH:15][CH:16]=1. (5) Given the product [CH3:1][O:2][C:3]([C@@H:5]1[CH2:9][C@@H:8]([S:10]([C:13]2[CH:18]=[CH:17][CH:16]=[CH:15][C:14]=2[C:19]([F:22])([F:21])[F:20])(=[O:12])=[O:11])[CH2:7][N:6]1[C:23]1[NH:32][N:33]=[C:25]([CH:27]2[CH2:29][CH2:28]2)[CH:24]=1)=[O:4], predict the reactants needed to synthesize it. The reactants are: [CH3:1][O:2][C:3]([C@@H:5]1[CH2:9][C@@H:8]([S:10]([C:13]2[CH:18]=[CH:17][CH:16]=[CH:15][C:14]=2[C:19]([F:22])([F:21])[F:20])(=[O:12])=[O:11])[CH2:7][N:6]1[C:23](=S)[CH2:24][C:25]([CH:27]1[CH2:29][CH2:28]1)=O)=[O:4].Cl.[NH2:32][NH2:33]. (6) The reactants are: [Cl:1][C:2]1[CH:7]=[CH:6][C:5]([CH:8]2[C:12]3[N:13]([CH:22]([CH3:24])[CH3:23])[C:14]([CH:16]4[CH2:21][CH2:20][NH:19][CH2:18][CH2:17]4)=[N:15][C:11]=3[C:10](=[O:25])[N:9]2[C:26]2[CH:27]=[C:28]([CH3:36])[C:29]3[N:30]([C:32]([CH3:35])=[N:33][N:34]=3)[CH:31]=2)=[CH:4][CH:3]=1.C(O[BH-](OC(=O)C)OC(=O)C)(=O)C.[Na+].CC(O)=O.[CH3:55][C:56]([CH:59]=O)([CH3:58])[CH3:57]. Given the product [Cl:1][C:2]1[CH:7]=[CH:6][C:5]([CH:8]2[C:12]3[N:13]([CH:22]([CH3:24])[CH3:23])[C:14]([CH:16]4[CH2:21][CH2:20][N:19]([CH2:55][C:56]([CH3:59])([CH3:58])[CH3:57])[CH2:18][CH2:17]4)=[N:15][C:11]=3[C:10](=[O:25])[N:9]2[C:26]2[CH:27]=[C:28]([CH3:36])[C:29]3[N:30]([C:32]([CH3:35])=[N:33][N:34]=3)[CH:31]=2)=[CH:4][CH:3]=1, predict the reactants needed to synthesize it. (7) Given the product [CH:25]1([N:5]2[C:6]3[CH:22]=[C:21]([F:23])[C:20]([F:24])=[CH:19][C:7]=3[C:8](=[O:9])[N:10]([CH2:11][CH2:12][CH2:13][C:14]([O:16][CH2:17][CH3:18])=[O:15])[CH2:2][C:3]2=[O:4])[CH2:29][CH2:28][CH2:27][CH2:26]1, predict the reactants needed to synthesize it. The reactants are: Cl[CH2:2][C:3]([N:5]([CH:25]1[CH2:29][CH2:28][CH2:27][CH2:26]1)[C:6]1[CH:22]=[C:21]([F:23])[C:20]([F:24])=[CH:19][C:7]=1[C:8]([NH:10][CH2:11][CH2:12][CH2:13][C:14]([O:16][CH2:17][CH3:18])=[O:15])=[O:9])=[O:4].[H-].[Na+].[Cl-].[NH4+].